Dataset: Forward reaction prediction with 1.9M reactions from USPTO patents (1976-2016). Task: Predict the product of the given reaction. (1) Given the reactants [Br:1][C:2]1[CH:11]=[CH:10][C:5]([C:6]([O:8][CH3:9])=[O:7])=[CH:4][C:3]=1[OH:12].Br[CH2:14][CH2:15][N:16]1[C:24](=[O:25])[C:23]2[C:18](=[CH:19][CH:20]=[CH:21][CH:22]=2)[C:17]1=[O:26].[H-].[Na+], predict the reaction product. The product is: [CH3:9][O:8][C:6](=[O:7])[C:5]1[CH:10]=[CH:11][C:2]([Br:1])=[C:3]([O:12][CH2:14][CH2:15][N:16]2[C:17](=[O:26])[C:18]3[C:23](=[CH:22][CH:21]=[CH:20][CH:19]=3)[C:24]2=[O:25])[CH:4]=1. (2) Given the reactants [C:1]([C:5]1[N:10]=[CH:9][C:8]([C:11]2[N:12]([C:32](Cl)=[O:33])[C@@:13]([C:25]3[CH:30]=[CH:29][C:28]([Cl:31])=[CH:27][CH:26]=3)([CH3:24])[C@@:14]([C:17]3[CH:22]=[CH:21][C:20]([Cl:23])=[CH:19][CH:18]=3)([CH3:16])[N:15]=2)=[C:7]([O:35][CH2:36][CH3:37])[CH:6]=1)([CH3:4])([CH3:3])[CH3:2].[CH3:38][C:39]1[N:40]=[C:41]([CH2:44][C:45]([N:47]2[CH2:52][CH2:51][NH:50][CH2:49][CH2:48]2)=[O:46])[S:42][CH:43]=1, predict the reaction product. The product is: [C:1]([C:5]1[N:10]=[CH:9][C:8]([C:11]2[N:12]([C:32]([N:50]3[CH2:51][CH2:52][N:47]([C:45](=[O:46])[CH2:44][C:41]4[S:42][CH:43]=[C:39]([CH3:38])[N:40]=4)[CH2:48][CH2:49]3)=[O:33])[C@@:13]([C:25]3[CH:26]=[CH:27][C:28]([Cl:31])=[CH:29][CH:30]=3)([CH3:24])[C@@:14]([C:17]3[CH:18]=[CH:19][C:20]([Cl:23])=[CH:21][CH:22]=3)([CH3:16])[N:15]=2)=[C:7]([O:35][CH2:36][CH3:37])[CH:6]=1)([CH3:2])([CH3:3])[CH3:4]. (3) The product is: [F:1][C:2]([F:15])([F:14])[S:3]([O:6][C:17]1[C:26]2[C:21](=[CH:22][CH:23]=[C:24]([C:27]([O:29][CH3:30])=[O:28])[CH:25]=2)[CH:20]=[CH:19][N:18]=1)(=[O:5])=[O:4]. Given the reactants [F:1][C:2]([F:15])([F:14])[S:3]([O:6]S(C(F)(F)F)(=O)=O)(=[O:5])=[O:4].O[C:17]1[C:26]2[C:21](=[CH:22][CH:23]=[C:24]([C:27]([O:29][CH3:30])=[O:28])[CH:25]=2)[CH:20]=[CH:19][N:18]=1.N1C=CC=CC=1.ClCCl, predict the reaction product.